This data is from Full USPTO retrosynthesis dataset with 1.9M reactions from patents (1976-2016). The task is: Predict the reactants needed to synthesize the given product. The reactants are: [CH2:1]([N:8]1[CH2:13][CH2:12][N:11]([C:14](=[O:36])[C@@H:15]([NH:23][CH2:24][C:25]2[CH:30]=[CH:29][C:28]([CH2:31][CH2:32][CH2:33][CH2:34][CH3:35])=[CH:27][CH:26]=2)[CH2:16][C:17]2[CH:22]=[CH:21][CH:20]=[CH:19][CH:18]=2)[CH2:10][CH2:9]1)[C:2]1[CH:7]=[CH:6][CH:5]=[CH:4][CH:3]=1.[CH3:37][O:38][C:39]1[CH:40]=[C:41]([CH:47]=[CH:48][CH:49]=1)/[CH:42]=[CH:43]/[C:44](O)=[O:45]. Given the product [CH2:16]([C@H:15]([N:23]([CH2:24][C:25]1[CH:26]=[CH:27][C:28]([CH2:31][CH2:32][CH2:33][CH2:34][CH3:35])=[CH:29][CH:30]=1)[C:44](=[O:45])[CH:43]=[CH:42][C:41]1[CH:47]=[CH:48][CH:49]=[C:39]([O:38][CH3:37])[CH:40]=1)[C:14]([N:11]1[CH2:10][CH2:9][N:8]([CH2:1][C:2]2[CH:7]=[CH:6][CH:5]=[CH:4][CH:3]=2)[CH2:13][CH2:12]1)=[O:36])[C:17]1[CH:22]=[CH:21][CH:20]=[CH:19][CH:18]=1, predict the reactants needed to synthesize it.